From a dataset of Forward reaction prediction with 1.9M reactions from USPTO patents (1976-2016). Predict the product of the given reaction. Given the reactants [NH2:1][C:2]1[CH:3]=[N:4][CH:5]=[CH:6][C:7]=1[N:8]1[CH2:13][C@H:12]([C:14]([F:17])([F:16])[F:15])[C@@H:11]([O:18][Si:19]([C:22]([CH3:25])([CH3:24])[CH3:23])([CH3:21])[CH3:20])[C@H:10]([NH:26][C:27](=[O:33])[O:28][C:29]([CH3:32])([CH3:31])[CH3:30])[CH2:9]1.[C:34]([O:38][C:39]([NH:41][C:42]1[O:50][C:49]2[C:44](=[N:45][CH:46]=[CH:47][CH:48]=2)[C:43]=1[C:51](O)=[O:52])=[O:40])([CH3:37])([CH3:36])[CH3:35].CCN(C(C)C)C(C)C.CN(C(ON1N=NC2C=CC=NC1=2)=[N+](C)C)C.F[P-](F)(F)(F)(F)F, predict the reaction product. The product is: [C:29]([O:28][C:27]([NH:26][C@H:10]1[C@H:11]([O:18][Si:19]([C:22]([CH3:25])([CH3:24])[CH3:23])([CH3:21])[CH3:20])[C@@H:12]([C:14]([F:17])([F:16])[F:15])[CH2:13][N:8]([C:7]2[CH:6]=[CH:5][N:4]=[CH:3][C:2]=2[NH:1][C:51]([C:43]2[C:44]3=[N:45][CH:46]=[CH:47][CH:48]=[C:49]3[O:50][C:42]=2[NH:41][C:39](=[O:40])[O:38][C:34]([CH3:36])([CH3:35])[CH3:37])=[O:52])[CH2:9]1)=[O:33])([CH3:32])([CH3:31])[CH3:30].